From a dataset of Reaction yield outcomes from USPTO patents with 853,638 reactions. Predict the reaction yield, written as a fraction of the theoretical maximum amount of product (1.0 means a 100% yield; for example, 0.34 means a 34% yield). The reactants are [Cl:1][C:2]1[CH:10]=[C:9]2[C:5]([CH:6]=[N:7][NH:8]2)=[CH:4][CH:3]=1.[OH-].[K+].[I:13]I. The catalyst is CN(C=O)C. The product is [Cl:1][C:2]1[CH:10]=[C:9]2[C:5]([C:6]([I:13])=[N:7][NH:8]2)=[CH:4][CH:3]=1. The yield is 0.830.